From a dataset of Peptide-MHC class I binding affinity with 185,985 pairs from IEDB/IMGT. Regression. Given a peptide amino acid sequence and an MHC pseudo amino acid sequence, predict their binding affinity value. This is MHC class I binding data. The peptide sequence is HVTGRWNWW. The MHC is HLA-A02:03 with pseudo-sequence HLA-A02:03. The binding affinity (normalized) is 0.0847.